From a dataset of Forward reaction prediction with 1.9M reactions from USPTO patents (1976-2016). Predict the product of the given reaction. Given the reactants C([O:8][C:9]1[C:14]([CH2:15][N:16]2[CH2:25][CH2:24][C:23]3[C:18](=[C:19]([Cl:32])[C:20]([C:26]4[N:30]([CH3:31])[N:29]=[CH:28][CH:27]=4)=[CH:21][CH:22]=3)[C:17]2=[O:33])=[C:13]([CH3:34])[CH:12]=[C:11]([CH3:35])[N:10]=1)C1C=CC=CC=1, predict the reaction product. The product is: [Cl:32][C:19]1[C:20]([C:26]2[N:30]([CH3:31])[N:29]=[CH:28][CH:27]=2)=[CH:21][CH:22]=[C:23]2[C:18]=1[C:17](=[O:33])[N:16]([CH2:15][C:14]1[C:9](=[O:8])[NH:10][C:11]([CH3:35])=[CH:12][C:13]=1[CH3:34])[CH2:25][CH2:24]2.